Dataset: Catalyst prediction with 721,799 reactions and 888 catalyst types from USPTO. Task: Predict which catalyst facilitates the given reaction. (1) Reactant: C([O:8][C:9]1[CH:10]=[C:11]([CH:19]([OH:37])[CH2:20][NH:21][C:22]([CH3:36])([CH3:35])[CH2:23][CH2:24][N:25]2[C:29]3[CH:30]=[CH:31][CH:32]=[CH:33][C:28]=3[NH:27][C:26]2=[O:34])[C:12]2[O:16][C:15](=[O:17])[NH:14][C:13]=2[CH:18]=1)C1C=CC=CC=1. Product: [CH3:36][C:22]([NH:21][CH2:20][CH:19]([C:11]1[C:12]2[O:16][C:15](=[O:17])[NH:14][C:13]=2[CH:18]=[C:9]([OH:8])[CH:10]=1)[OH:37])([CH3:35])[CH2:23][CH2:24][N:25]1[C:29]2[CH:30]=[CH:31][CH:32]=[CH:33][C:28]=2[NH:27][C:26]1=[O:34]. The catalyst class is: 19. (2) Reactant: [C:1]1([CH2:7][C@@H:8]([NH:12][C:13](=[O:22])[CH2:14][CH2:15][C:16]2[CH:21]=[CH:20][CH:19]=[CH:18][CH:17]=2)[C:9]([OH:11])=O)[CH:6]=[CH:5][CH:4]=[CH:3][CH:2]=1.[CH3:23][O:24][C:25](=[O:36])[CH:26]([NH2:35])[CH2:27][CH2:28][CH2:29][C:30]1[NH:31][CH:32]=[N:33][CH:34]=1.ON1C2C=CC=CC=2N=N1.C(N(CC)CC)C. Product: [CH3:23][O:24][C:25](=[O:36])[CH:26]([NH:35][C:9](=[O:11])[C@H:8]([NH:12][C:13](=[O:22])[CH2:14][CH2:15][C:16]1[CH:21]=[CH:20][CH:19]=[CH:18][CH:17]=1)[CH2:7][C:1]1[CH:2]=[CH:3][CH:4]=[CH:5][CH:6]=1)[CH2:27][CH2:28][CH2:29][C:30]1[NH:31][CH:32]=[N:33][CH:34]=1. The catalyst class is: 3. (3) Reactant: [Cl:1][C:2]1[CH:42]=[CH:41][C:5]([CH2:6][C@@H:7]([NH:28][CH:29]2[CH2:34][CH2:33][CH:32]([N:35]3[CH2:39][CH2:38][CH2:37][C:36]3=[O:40])[CH2:31][CH2:30]2)[C:8]([N:10]2[CH2:15][CH2:14][C:13]([CH:22]3[CH2:27][CH2:26][CH2:25][CH2:24][CH2:23]3)([CH2:16][N:17]3[CH:21]=[N:20][CH:19]=[N:18]3)[CH2:12][CH2:11]2)=[O:9])=[CH:4][CH:3]=1.Cl. Product: [ClH:1].[Cl:1][C:2]1[CH:42]=[CH:41][C:5]([CH2:6][C@@H:7]([NH:28][CH:29]2[CH2:34][CH2:33][CH:32]([N:35]3[CH2:39][CH2:38][CH2:37][C:36]3=[O:40])[CH2:31][CH2:30]2)[C:8]([N:10]2[CH2:15][CH2:14][C:13]([CH:22]3[CH2:23][CH2:24][CH2:25][CH2:26][CH2:27]3)([CH2:16][N:17]3[CH:21]=[N:20][CH:19]=[N:18]3)[CH2:12][CH2:11]2)=[O:9])=[CH:4][CH:3]=1. The catalyst class is: 698. (4) Reactant: [NH2:1][C:2]1[N:7]=[C:6]([C:8]([OH:10])=O)[CH:5]=[C:4]([C:11]2[O:12][CH:13]=[CH:14][CH:15]=2)[N:3]=1.[NH:16]1[C:24]2[C:19](=[CH:20][C:21]([CH2:25][NH2:26])=[CH:22][CH:23]=2)[CH:18]=[CH:17]1.N=C=N.O.ON1C2C=CC=CC=2N=N1. Product: [NH2:1][C:2]1[N:7]=[C:6]([C:8]([NH:26][CH2:25][C:21]2[CH:20]=[C:19]3[C:24](=[CH:23][CH:22]=2)[NH:16][CH:17]=[CH:18]3)=[O:10])[CH:5]=[C:4]([C:11]2[O:12][CH:13]=[CH:14][CH:15]=2)[N:3]=1. The catalyst class is: 3. (5) Reactant: [Br:1][C:2]1[CH:3]=[N:4][N:5]([CH2:11][O:12][CH2:13][CH2:14][Si:15]([CH3:18])([CH3:17])[CH3:16])[C:6]=1[C:7](OC)=[O:8].[H-].[H-].[H-].[H-].[Li+].[Al+3].O. Product: [Br:1][C:2]1[CH:3]=[N:4][N:5]([CH2:11][O:12][CH2:13][CH2:14][Si:15]([CH3:18])([CH3:17])[CH3:16])[C:6]=1[CH2:7][OH:8]. The catalyst class is: 1. (6) The catalyst class is: 3. Product: [CH2:32]([O:31][C:29]([CH2:28][C:24]1[CH:23]=[C:22]([NH:21]/[C:4](=[C:11]2\[C:12](=[O:20])[NH:13][C:14]3[C:19]\2=[CH:18][CH:17]=[CH:16][CH:15]=3)/[C:5]2[CH:6]=[CH:7][CH:8]=[CH:9][CH:10]=2)[CH:27]=[CH:26][CH:25]=1)=[O:30])[CH3:33]. Reactant: C(O[C:4](=[C:11]1[C:19]2[C:14](=[CH:15][CH:16]=[CH:17][CH:18]=2)[NH:13][C:12]1=[O:20])[C:5]1[CH:10]=[CH:9][CH:8]=[CH:7][CH:6]=1)C.[NH2:21][C:22]1[CH:23]=[C:24]([CH2:28][C:29]([O:31][CH2:32][CH3:33])=[O:30])[CH:25]=[CH:26][CH:27]=1.